Dataset: Full USPTO retrosynthesis dataset with 1.9M reactions from patents (1976-2016). Task: Predict the reactants needed to synthesize the given product. (1) Given the product [CH2:32]([O:34][C:35]([C:36]1[N:25]=[C:16]([C:17]2[CH:22]=[CH:21][C:20]([Cl:23])=[CH:19][C:18]=2[Cl:24])[N:15]([C:12]2[CH:11]=[CH:10][C:9]([O:8][CH2:1][C:2]3[CH:7]=[CH:6][CH:5]=[CH:4][CH:3]=3)=[CH:14][CH:13]=2)[C:37]=1[CH3:38])=[O:41])[CH3:33], predict the reactants needed to synthesize it. The reactants are: [CH2:1]([O:8][C:9]1[CH:14]=[CH:13][C:12]([NH:15][C:16](=[NH:25])[C:17]2[CH:22]=[CH:21][C:20]([Cl:23])=[CH:19][C:18]=2[Cl:24])=[CH:11][CH:10]=1)[C:2]1[CH:7]=[CH:6][CH:5]=[CH:4][CH:3]=1.C(=O)([O-])[O-].[K+].[K+].[CH2:32]([O:34][C:35](=[O:41])[C:36](=O)[CH:37](Br)[CH3:38])[CH3:33]. (2) Given the product [CH3:7][C:8]1([CH3:21])[CH2:17][CH2:16][C:15]([CH3:19])([CH3:18])[C:14]2[CH:13]=[C:12]([C:20]([OH:1])=[O:22])[CH:11]=[CH:10][C:9]1=2, predict the reactants needed to synthesize it. The reactants are: [O-:1][Mn](=O)(=O)=O.[K+].[CH3:7][C:8]1([CH3:21])[CH2:17][CH2:16][C:15]([CH3:19])([CH3:18])[C:14]2[CH:13]=[C:12]([CH3:20])[CH:11]=[CH:10][C:9]1=2.[OH-:22].[Na+]. (3) Given the product [CH3:2][C:1]1([C:4]2[CH:8]=[CH:7][S:6][CH:5]=2)[O:12][CH2:11][C:10]([CH3:15])([CH3:13])[CH2:9][O:3]1, predict the reactants needed to synthesize it. The reactants are: [C:1]([C:4]1[CH:8]=[CH:7][S:6][CH:5]=1)(=[O:3])[CH3:2].[CH3:9][C:10]([CH3:15])([CH2:13]O)[CH2:11][OH:12].O.C(=O)(O)[O-].[Na+]. (4) The reactants are: [CH3:1][C:2]1[N:7]=[C:6]([NH:8][C:9]2[CH:14]=[CH:13][CH:12]=[CH:11][CH:10]=2)[C:5]([C:15](=[O:28])[CH2:16][CH2:17][C:18]2[CH:19]=[N:20][C:21]([S:24]([CH3:27])(=[O:26])=[O:25])=[CH:22][CH:23]=2)=[CH:4][CH:3]=1.CC1N=C(NC2C=CC=CC=2)C([C:43](=[O:55])[CH2:44]CC2C=NC(S(C)=O)=CC=2)=CC=1.C1C[O:59][CH2:58]C1. Given the product [CH3:58][O:59][C:43]([C:44]1[N:8]([C:9]2[CH:14]=[CH:13][CH:12]=[CH:11][CH:10]=2)[C:6]2[C:5]([C:15](=[O:28])[C:16]=1[CH2:17][C:18]1[CH:19]=[N:20][C:21]([S:24]([CH3:27])(=[O:26])=[O:25])=[CH:22][CH:23]=1)=[CH:4][CH:3]=[C:2]([CH3:1])[N:7]=2)=[O:55], predict the reactants needed to synthesize it. (5) Given the product [ClH:12].[Br:1][C:2]1[C:11]2[C:6](=[CH:7][CH:8]=[C:9]([Cl:12])[CH:10]=2)[N:5]=[CH:4][C:3]=1[NH3+:13], predict the reactants needed to synthesize it. The reactants are: [Br:1][C:2]1[C:11]2[C:6](=[CH:7][CH:8]=[C:9]([Cl:12])[CH:10]=2)[N:5]=[CH:4][C:3]=1[NH2:13]. (6) The reactants are: [C:1]([O:5][C:6]([N:8]1[CH2:13][CH2:12][N:11]([S:14]([C:17]2[CH:18]=[C:19]3[C:23](=[CH:24][CH:25]=2)[N:22]([C:26]([O:28][C:29]([CH3:32])([CH3:31])[CH3:30])=[O:27])[CH:21]=[CH:20]3)(=[O:16])=[O:15])[CH2:10][CH2:9]1)=[O:7])([CH3:4])([CH3:3])[CH3:2].[Li]C(C)(C)C.C[O:39][B:40](OC)[O:41]C. Given the product [C:29]([O:28][C:26]([N:22]1[C:23]2[C:19](=[CH:18][C:17]([S:14]([N:11]3[CH2:12][CH2:13][N:8]([C:6]([O:5][C:1]([CH3:4])([CH3:3])[CH3:2])=[O:7])[CH2:9][CH2:10]3)(=[O:16])=[O:15])=[CH:25][CH:24]=2)[CH:20]=[C:21]1[B:40]([OH:41])[OH:39])=[O:27])([CH3:32])([CH3:31])[CH3:30], predict the reactants needed to synthesize it.